Dataset: Full USPTO retrosynthesis dataset with 1.9M reactions from patents (1976-2016). Task: Predict the reactants needed to synthesize the given product. (1) Given the product [CH2:1]([O:3][C:4](=[O:28])[CH2:5][N:6]1[C:14]2[CH2:13][CH2:12][CH2:11][C@@H:10]([N:15]([S:17]([C:20]3[CH:25]=[CH:24][C:23]([O:42][C:39]4[CH:40]=[CH:35][CH:34]=[CH:33][C:32]=4[Cl:31])=[C:22]([Cl:27])[CH:21]=3)(=[O:19])=[O:18])[CH3:16])[C:9]=2[CH:8]=[N:7]1)[CH3:2], predict the reactants needed to synthesize it. The reactants are: [CH2:1]([O:3][C:4](=[O:28])[CH2:5][N:6]1[C:14]2[CH2:13][CH2:12][CH2:11][C@@H:10]([N:15]([S:17]([C:20]3[CH:25]=[CH:24][C:23](F)=[C:22]([Cl:27])[CH:21]=3)(=[O:19])=[O:18])[CH3:16])[C:9]=2[CH:8]=[N:7]1)[CH3:2].[H-].[Na+].[Cl:31][C:32]1C=C[C:35](O)=[CH:34][CH:33]=1.[C:39]([OH:42])(=O)[CH3:40]. (2) Given the product [C:16]([O:19][C:12](=[O:14])[NH:11][C@H:9]([C:3]1[C:2]([F:1])=[CH:7][C:6]([F:8])=[CH:5][N:4]=1)[CH3:10])([CH3:18])([CH3:17])[CH3:15], predict the reactants needed to synthesize it. The reactants are: [F:1][C:2]1[C:3]([C@@H:9]([NH:11][C:12](=[O:14])C)[CH3:10])=[N:4][CH:5]=[C:6]([F:8])[CH:7]=1.[CH3:15][C:16]([O:19]C(OC([O:19][C:16]([CH3:18])([CH3:17])[CH3:15])=O)=O)([CH3:18])[CH3:17].O.[OH-].[Li+].O. (3) Given the product [C:14]([C:11]1[CH:10]=[CH:9][C:8]([C:5]([F:6])([F:7])[C:4]([OH:17])=[O:3])=[CH:13][CH:12]=1)(=[O:16])[CH3:15], predict the reactants needed to synthesize it. The reactants are: C([O:3][C:4](=[O:17])[C:5]([C:8]1[CH:13]=[CH:12][C:11]([C:14](=[O:16])[CH3:15])=[CH:10][CH:9]=1)([F:7])[F:6])C.Cl. (4) Given the product [CH:3]1([C:6]2[N:7]=[C:8]([C:11]3[CH:16]=[C:15]([NH:17][C:18]([NH:20][CH2:21][CH3:22])=[O:19])[N:14]=[CH:13][C:12]=3[C:23]3[CH:24]=[C:25]4[C:30](=[CH:31][CH:32]=3)[N:29]([C@@H:33]([CH2:36][CH:37]([CH3:38])[CH3:39])[CH2:34][OH:35])[CH:28]=[C:27]([C:40]([OH:42])=[O:41])[C:26]4=[O:45])[S:9][CH:10]=2)[CH2:5][CH2:4]1, predict the reactants needed to synthesize it. The reactants are: [Li+].[OH-].[CH:3]1([C:6]2[N:7]=[C:8]([C:11]3[CH:16]=[C:15]([NH:17][C:18]([NH:20][CH2:21][CH3:22])=[O:19])[N:14]=[CH:13][C:12]=3[C:23]3[CH:24]=[C:25]4[C:30](=[CH:31][CH:32]=3)[N:29]([C@@H:33]([CH2:36][CH:37]([CH3:39])[CH3:38])[CH2:34][OH:35])[CH:28]=[C:27]([C:40]([O:42]CC)=[O:41])[C:26]4=[O:45])[S:9][CH:10]=2)[CH2:5][CH2:4]1.Cl. (5) Given the product [NH2:12][C@@H:4]([CH2:5][C:6]1[CH:11]=[CH:10][CH:9]=[CH:8][N:7]=1)[C:3]([N:2]([CH3:31])[CH3:1])=[O:30], predict the reactants needed to synthesize it. The reactants are: [CH3:1][N:2]([CH3:31])[C:3](=[O:30])[C@@H:4]([NH:12]C(=O)OCC1C2C=CC=CC=2C2C1=CC=CC=2)[CH2:5][C:6]1[CH:11]=[CH:10][CH:9]=[CH:8][N:7]=1.CO.CNC.CO. (6) Given the product [I:22][C:15]1[CH:20]=[C:19]([C:9]2[CH:8]=[CH:7][CH:6]=[C:5]3[C:10]=2[N:1]=[CH:2][CH:3]=[CH:4]3)[N:18]=[CH:17][N:16]=1, predict the reactants needed to synthesize it. The reactants are: [N:1]1[C:10]2[C:5](=[CH:6][CH:7]=[CH:8][C:9]=2B(O)O)[CH:4]=[CH:3][CH:2]=1.Cl[C:15]1[CH:20]=[C:19](Cl)[N:18]=[CH:17][N:16]=1.[IH:22].